From a dataset of Forward reaction prediction with 1.9M reactions from USPTO patents (1976-2016). Predict the product of the given reaction. (1) Given the reactants [K].[CH3:2][O:3][C:4]1[CH:9]=[C:8]([N+:10]([O-:12])=[O:11])[CH:7]=[CH:6][C:5]=1[OH:13].[Br:14][CH2:15][CH2:16]Br.[OH-].[K+], predict the reaction product. The product is: [Br:14][CH2:15][CH2:16][O:13][C:5]1[CH:6]=[CH:7][C:8]([N+:10]([O-:12])=[O:11])=[CH:9][C:4]=1[O:3][CH3:2]. (2) Given the reactants [CH3:1][N:2]1[C:6]([C:7]2[CH:19]=[N:18][C:17]3[C:16]4[C:15]([C:20]([O:22]C)=[O:21])=[CH:14][CH:13]=[CH:12][C:11]=4[N:10]([C@H:24]([C:31]4[CH:36]=[CH:35][CH:34]=[CH:33][CH:32]=4)[CH:25]4[CH2:30][CH2:29][O:28][CH2:27][CH2:26]4)[C:9]=3[CH:8]=2)=[C:5]([CH3:37])[N:4]=[N:3]1.[OH-].[Na+].Cl, predict the reaction product. The product is: [CH3:1][N:2]1[C:6]([C:7]2[CH:19]=[N:18][C:17]3[C:16]4[C:15]([C:20]([OH:22])=[O:21])=[CH:14][CH:13]=[CH:12][C:11]=4[N:10]([C@H:24]([C:31]4[CH:36]=[CH:35][CH:34]=[CH:33][CH:32]=4)[CH:25]4[CH2:26][CH2:27][O:28][CH2:29][CH2:30]4)[C:9]=3[CH:8]=2)=[C:5]([CH3:37])[N:4]=[N:3]1. (3) Given the reactants [F:1][C:2]([F:18])([F:17])[C:3]1[O:7][N:6]=[C:5]([C:8]2[S:12][C:11]([C:13]([OH:15])=O)=[CH:10][CH:9]=2)[C:4]=1[CH3:16].[NH:19]1[CH2:24][CH2:23][CH2:22][CH:21]([C:25]([NH2:27])=[O:26])[CH2:20]1.C1COCC1.N1CCCCC1, predict the reaction product. The product is: [CH3:16][C:4]1[C:5]([C:8]2[S:12][C:11]([C:13]([N:19]3[CH2:24][CH2:23][CH2:22][CH:21]([C:25]([NH2:27])=[O:26])[CH2:20]3)=[O:15])=[CH:10][CH:9]=2)=[N:6][O:7][C:3]=1[C:2]([F:1])([F:18])[F:17].